From a dataset of Full USPTO retrosynthesis dataset with 1.9M reactions from patents (1976-2016). Predict the reactants needed to synthesize the given product. (1) Given the product [C:14]([OH:17])(=[O:16])[CH3:15].[Cl:13][CH2:12][CH2:11][CH2:10][CH2:9][N:3]1[CH:7]=[CH:6][N:5]=[CH:4]1, predict the reactants needed to synthesize it. The reactants are: [H-].[Na+].[NH:3]1[CH:7]=[CH:6][N:5]=[CH:4]1.Br[CH2:9][CH2:10][CH2:11][CH2:12][Cl:13].[C:14]([OH:17])(=[O:16])[CH3:15]. (2) Given the product [Cl:1][C:2]1[C:3]([C:47](=[O:57])[N:48]([CH2:53][CH2:54][CH2:55][CH3:56])[CH2:49][CH2:50][CH2:51][CH3:52])=[N:4][N:5]([C:8]2[CH:34]=[CH:33][C:11]([C:12]([NH:14][S:15]([C:18]3[CH:27]=[C:26]4[C:21]([CH:22]=[CH:23][CH:24]=[C:25]4[C:28]([OH:30])=[O:29])=[CH:20][CH:19]=3)(=[O:17])=[O:16])=[O:13])=[CH:10][C:9]=2[C:35]([N:37]2[CH2:46][CH2:45][C:44]3[C:39](=[CH:40][CH:41]=[CH:42][CH:43]=3)[CH2:38]2)=[O:36])[C:6]=1[CH3:7], predict the reactants needed to synthesize it. The reactants are: [Cl:1][C:2]1[C:3]([C:47](=[O:57])[N:48]([CH2:53][CH2:54][CH2:55][CH3:56])[CH2:49][CH2:50][CH2:51][CH3:52])=[N:4][N:5]([C:8]2[CH:34]=[CH:33][C:11]([C:12]([NH:14][S:15]([C:18]3[CH:27]=[C:26]4[C:21]([CH:22]=[CH:23][CH:24]=[C:25]4[C:28]([O:30]CC)=[O:29])=[CH:20][CH:19]=3)(=[O:17])=[O:16])=[O:13])=[CH:10][C:9]=2[C:35]([N:37]2[CH2:46][CH2:45][C:44]3[C:39](=[CH:40][CH:41]=[CH:42][CH:43]=3)[CH2:38]2)=[O:36])[C:6]=1[CH3:7].[Li+].[OH-]. (3) The reactants are: N[C:2]1[CH:3]=[C:4]([C:9](=[O:15])[CH2:10][CH2:11][C:12]([OH:14])=[O:13])[CH:5]=[CH:6][C:7]=1[Cl:8].[ClH:16].N([O-])=O.[Na+].[S:21](=[O:23])=[O:22]. Given the product [Cl:8][C:7]1[CH:6]=[CH:5][C:4]([C:9](=[O:15])[CH2:10][CH2:11][C:12]([OH:14])=[O:13])=[CH:3][C:2]=1[S:21]([Cl:16])(=[O:23])=[O:22], predict the reactants needed to synthesize it. (4) Given the product [C:1]([N:8]([CH3:32])[CH2:9][C:10]([C:13]1[CH:18]=[CH:17][C:16]([NH:19][C:20](=[O:31])[C:21]2[CH:26]=[CH:25][C:24]([O:27][CH3:28])=[C:23]([O:29][CH3:30])[CH:22]=2)=[CH:15][CH:14]=1)([CH3:11])[CH3:12])(=[O:36])[CH3:2], predict the reactants needed to synthesize it. The reactants are: [CH2:1]([N:8]([CH3:32])[CH2:9][C:10]([C:13]1[CH:18]=[CH:17][C:16]([NH:19][C:20](=[O:31])[C:21]2[CH:26]=[CH:25][C:24]([O:27][CH3:28])=[C:23]([O:29][CH3:30])[CH:22]=2)=[CH:15][CH:14]=1)([CH3:12])[CH3:11])[C:2]1C=CC=CC=1.Cl.C(Cl)(=[O:36])C.O. (5) Given the product [CH3:1][S:2]([O:11][CH2:10][CH2:9][CH:8]([CH3:12])[C:7]([F:14])([F:13])[F:6])(=[O:4])=[O:3], predict the reactants needed to synthesize it. The reactants are: [CH3:1][S:2](Cl)(=[O:4])=[O:3].[F:6][C:7]([F:14])([F:13])[CH:8]([CH3:12])[CH2:9][CH2:10][OH:11]. (6) Given the product [F:1][C:2]1[C:7]([O:8][CH2:26][C:25]#[CH:24])=[CH:6][CH:5]=[CH:4][C:3]=1[CH2:9][NH:10][C:11]([C:13]1[CH:14]=[C:15]2[C:20](=[CH:21][CH:22]=1)[N:19]=[CH:18][CH:17]=[CH:16]2)=[O:12], predict the reactants needed to synthesize it. The reactants are: [F:1][C:2]1[C:7]([OH:8])=[CH:6][CH:5]=[CH:4][C:3]=1[CH2:9][NH:10][C:11]([C:13]1[CH:14]=[C:15]2[C:20](=[CH:21][CH:22]=1)[N:19]=[CH:18][CH:17]=[CH:16]2)=[O:12].Br[CH2:24][C:25]#[CH:26].CN(C=O)C.C(=O)([O-])[O-].[Cs+].[Cs+]. (7) Given the product [CH3:1][O:2][C:3]1[CH:8]=[CH:7][C:6]([CH:9]2[CH2:14][CH2:13][O:12][CH2:11][CH2:10]2)=[CH:5][C:4]=1[NH2:15], predict the reactants needed to synthesize it. The reactants are: [CH3:1][O:2][C:3]1[CH:8]=[CH:7][C:6]([CH:9]2[CH2:14][CH2:13][O:12][CH2:11][CH2:10]2)=[CH:5][C:4]=1[N+:15]([O-])=O. (8) The reactants are: [Cl:1][C:2]1[C:7]([Cl:8])=[CH:6][N:5]=[C:4]([NH:9]C(=O)C(C)(C)C)[CH:3]=1.[N+:16]([O-])([OH:18])=[O:17].[Cl-].[Na+]. Given the product [NH2:9][C:4]1[C:3]([N+:16]([O-:18])=[O:17])=[C:2]([Cl:1])[C:7]([Cl:8])=[CH:6][N:5]=1, predict the reactants needed to synthesize it. (9) The reactants are: [F:1][C:2]([F:9])([C:5]([F:8])([F:7])[F:6])[CH2:3][OH:4].N1C=CC=CC=1.[S:16](Cl)([C:19]1[CH:25]=[CH:24][C:22]([CH3:23])=[CH:21][CH:20]=1)(=[O:18])=[O:17].C([O-])([O-])=O.[K+].[K+]. Given the product [S:16]([C:19]1[CH:25]=[CH:24][C:22]([CH3:23])=[CH:21][CH:20]=1)([O:4][CH2:3][C:2]([F:9])([F:1])[C:5]([F:8])([F:7])[F:6])(=[O:18])=[O:17], predict the reactants needed to synthesize it. (10) Given the product [F:20][C:21]1[CH:22]=[C:23]2[C:28](=[CH:29][C:30]=1[F:31])[NH:27][C:26](=[O:32])[CH2:25][N:24]2[C:2]1[C:11]2[C:6](=[CH:7][CH:8]=[C:9]([O:12][CH3:13])[CH:10]=2)[N:5]=[C:4]([C:14]2[CH:15]=[N:16][CH:17]=[CH:18][CH:19]=2)[N:3]=1, predict the reactants needed to synthesize it. The reactants are: Br[C:2]1[C:11]2[C:6](=[CH:7][CH:8]=[C:9]([O:12][CH3:13])[CH:10]=2)[N:5]=[C:4]([C:14]2[CH:15]=[N:16][CH:17]=[CH:18][CH:19]=2)[N:3]=1.[F:20][C:21]1[CH:22]=[C:23]2[C:28](=[CH:29][C:30]=1[F:31])[NH:27][C:26](=[O:32])[CH2:25][NH:24]2.C(=O)([O-])[O-].[K+].[K+].